This data is from Forward reaction prediction with 1.9M reactions from USPTO patents (1976-2016). The task is: Predict the product of the given reaction. (1) Given the reactants CN1[C@@H]([C@H:12]2[O:21][C:19](=[O:20])[C:18]3[C:17]([O:22][CH3:23])=[C:16]([O:24][CH3:25])[CH:15]=[CH:14][C:13]2=3)C2C(OC)=C3OCOC3=CC=2CC1.[F-].FF, predict the reaction product. The product is: [CH3:25][O:24][C:16]1[C:17]([O:22][CH3:23])=[C:18]2[C:13]([CH2:12][O:21][C:19]2=[O:20])=[CH:14][CH:15]=1. (2) The product is: [CH2:1]([O:5][CH2:6][CH2:7][O:8][C:9]1[CH:10]=[CH:11][C:12]([C:15]2[CH:16]=[CH:17][C:18]3[N:24]([CH2:25][CH2:26][CH3:27])[CH2:23][CH2:22][C:21]([C:28]([NH:30][C:31]4[CH:32]=[CH:33][C:34]([S:37]([CH2:38][C:39]5[N:43]([CH2:44][CH2:45][CH3:46])[CH:42]=[N:41][N:40]=5)=[O:56])=[CH:35][CH:36]=4)=[O:29])=[CH:20][C:19]=3[CH:47]=2)=[CH:13][CH:14]=1)[CH2:2][CH2:3][CH3:4]. Given the reactants [CH2:1]([O:5][CH2:6][CH2:7][O:8][C:9]1[CH:14]=[CH:13][C:12]([C:15]2[CH:16]=[CH:17][C:18]3[N:24]([CH2:25][CH2:26][CH3:27])[CH2:23][CH2:22][C:21]([C:28]([NH:30][C:31]4[CH:36]=[CH:35][C:34]([S:37][CH2:38][C:39]5[N:43]([CH2:44][CH2:45][CH3:46])[CH:42]=[N:41][N:40]=5)=[CH:33][CH:32]=4)=[O:29])=[CH:20][C:19]=3[CH:47]=2)=[CH:11][CH:10]=1)[CH2:2][CH2:3][CH3:4].ClC1C=CC=C(C(OO)=[O:56])C=1.S([O-])([O-])(=O)=S.[Na+].[Na+], predict the reaction product.